From a dataset of Catalyst prediction with 721,799 reactions and 888 catalyst types from USPTO. Predict which catalyst facilitates the given reaction. (1) Reactant: [CH3:1][C:2]1[CH:7]=[CH:6][C:5]([C:8]2[CH:13]=[C:12]([N:14]3[CH2:19][CH2:18][CH2:17][CH2:16][C:15]3=[O:20])[CH:11]=[C:10]([C:21]([OH:23])=O)[CH:9]=2)=[CH:4][CH:3]=1.Cl.[CH3:25]N(C)CCCN=C=NCC.O.ON1C2C=CC=CC=2N=N1.[CH3:47][C:48]1[N:53]=[CH:52][C:51]([CH2:54][NH2:55])=[CH:50][N:49]=1.C(N(CC)C(C)C)(C)C. Product: [CH3:1][C:2]1[CH:7]=[CH:6][C:5]([C:8]2[CH:13]=[C:12]([N:14]3[CH2:19][CH2:18][CH2:17][CH2:16][C:15]3=[O:20])[CH:11]=[C:10]([C:21]([NH:55][CH2:54][C:51]3[CH:50]=[N:49][C:48]([CH2:47][CH3:25])=[N:53][CH:52]=3)=[O:23])[CH:9]=2)=[CH:4][CH:3]=1. The catalyst class is: 2. (2) Reactant: [CH3:1][CH:2]1[CH2:11][C:10]2[C:5](=[CH:6][CH:7]=[CH:8][C:9]=2[N+:12]([O-:14])=[O:13])[CH2:4][NH:3]1.[CH:15]1([CH:18]=O)[CH2:17][CH2:16]1.CCN(C(C)C)C(C)C.[BH-](OC(C)=O)(OC(C)=O)OC(C)=O.[Na+]. Product: [CH:15]1([CH2:18][N:3]2[CH:2]([CH3:1])[CH2:11][C:10]3[C:5](=[CH:6][CH:7]=[CH:8][C:9]=3[N+:12]([O-:14])=[O:13])[CH2:4]2)[CH2:17][CH2:16]1. The catalyst class is: 34. (3) Reactant: [CH3:1][C:2]1[CH:7]=[C:6]([CH3:8])[NH:5][C:4](=[O:9])[C:3]=1[CH2:10][NH:11][C:12]([C:14]1[CH:15]=[C:16]([C:30]2[CH:31]=[CH:32][C:33]([N:36]3[CH2:41][CH2:40][CH:39]([NH:42]C(=O)OC(C)(C)C)[CH2:38][CH2:37]3)=[N:34][CH:35]=2)[CH:17]=[C:18]([N:21]([CH2:28][CH3:29])[CH:22]2[CH2:27][CH2:26][O:25][CH2:24][CH2:23]2)[C:19]=1[CH3:20])=[O:13].C(O)(C(F)(F)F)=O. Product: [NH2:42][CH:39]1[CH2:38][CH2:37][N:36]([C:33]2[N:34]=[CH:35][C:30]([C:16]3[CH:17]=[C:18]([N:21]([CH2:28][CH3:29])[CH:22]4[CH2:23][CH2:24][O:25][CH2:26][CH2:27]4)[C:19]([CH3:20])=[C:14]([CH:15]=3)[C:12]([NH:11][CH2:10][C:3]3[C:4](=[O:9])[NH:5][C:6]([CH3:8])=[CH:7][C:2]=3[CH3:1])=[O:13])=[CH:31][CH:32]=2)[CH2:41][CH2:40]1. The catalyst class is: 2. (4) Reactant: [NH2:1][C:2]1[N:6]([C:7]2[CH:12]=[CH:11][C:10]([C:13]3[CH:18]=[C:17]([Cl:19])[CH:16]=[CH:15][C:14]=3[NH:20][C:21](=[O:23])[CH3:22])=[CH:9][CH:8]=2)[C:5]2[C:24]([Cl:28])=[CH:25][CH:26]=[CH:27][C:4]=2[N:3]=1.[CH3:29][C:30]#[N:31]. Product: [Cl:19][C:17]1[CH:16]=[CH:15][C:14]([NH:20][C:21](=[O:23])[CH3:22])=[C:13]([C:10]2[CH:11]=[CH:12][C:7]([N:6]3[C:5]4[C:24]([Cl:28])=[CH:25][CH:26]=[CH:27][C:4]=4[N:3]([CH2:13][C:10]4[CH:11]=[CH:12][CH:7]=[C:8]5[C:9]=4[CH:29]=[CH:30][NH:31]5)[C:2]3=[NH:1])=[CH:8][CH:9]=2)[CH:18]=1. The catalyst class is: 2. (5) Reactant: [NH2:1][C:2]1[CH:7]=[CH:6][C:5]([CH:8]2[O:13][CH2:12][CH2:11][N:10]([C:14]([O:16][C:17]([CH3:20])([CH3:19])[CH3:18])=[O:15])[CH2:9]2)=[CH:4][C:3]=1[C:21]#[N:22].ClC(Cl)(O[C:27](=[O:33])OC(Cl)(Cl)Cl)Cl.C(=O)([O-])[O-].[Na+].[Na+].[NH2:41][C:42]1[CH:43]=[C:44]([CH:47]=[CH:48][CH:49]=1)[C:45]#[N:46]. Product: [C:17]([O:16][C:14]([N:10]1[CH2:11][CH2:12][O:13][CH:8]([C:5]2[CH:6]=[CH:7][C:2]([NH:1][C:27]([NH:41][C:42]3[CH:49]=[CH:48][CH:47]=[C:44]([C:45]#[N:46])[CH:43]=3)=[O:33])=[C:3]([C:21]#[N:22])[CH:4]=2)[CH2:9]1)=[O:15])([CH3:19])([CH3:18])[CH3:20]. The catalyst class is: 46.